This data is from Catalyst prediction with 721,799 reactions and 888 catalyst types from USPTO. The task is: Predict which catalyst facilitates the given reaction. (1) Reactant: [N:1]1([C:6]2[CH:18]=[CH:17][C:16]3[C:15]4[C:10](=[CH:11][CH:12]=[CH:13][CH:14]=4)[NH:9][C:8]=3[CH:7]=2)[CH:5]=[CH:4][CH:3]=[N:2]1.Br[C:20]1[CH:32]=[CH:31][C:30]2[C:29]3[C:24](=[CH:25][CH:26]=[CH:27][CH:28]=3)[N:23]([C:33]3[CH:38]=[CH:37][CH:36]=[CH:35][N:34]=3)[C:22]=2[CH:21]=1.C(=O)([O-])[O-].[K+].[K+].N1CCC[C@H]1C(O)=O. Product: [N:1]1([C:6]2[CH:18]=[CH:17][C:16]3[C:15]4[C:10](=[CH:11][CH:12]=[CH:13][CH:14]=4)[N:9]([C:20]4[CH:32]=[CH:31][C:30]5[C:29]6[C:24](=[CH:25][CH:26]=[CH:27][CH:28]=6)[N:23]([C:33]6[CH:38]=[CH:37][CH:36]=[CH:35][N:34]=6)[C:22]=5[CH:21]=4)[C:8]=3[CH:7]=2)[CH:5]=[CH:4][CH:3]=[N:2]1. The catalyst class is: 205. (2) Reactant: C[Si](C)(C)[N-][Si](C)(C)C.[Li+].[C:11]1([N:17]2[CH2:21][CH2:20][CH2:19][C:18]2=[O:22])[CH:16]=[CH:15][CH:14]=[CH:13][CH:12]=1.Cl. Product: [CH2:16]([C:19]1([CH2:15][CH:14]=[CH2:13])[CH2:20][CH2:21][N:17]([C:11]2[CH:12]=[CH:13][CH:14]=[CH:15][CH:16]=2)[C:18]1=[O:22])[CH:11]=[CH2:12]. The catalyst class is: 7. (3) Reactant: C([Li])CCC.[CH3:6][O:7][C:8]1[CH:9]=[CH:10][C:11]2[O:15][CH:14]=[CH:13][C:12]=2[CH:16]=1.C([O:20][B:21](OC(C)C)[O:22]C(C)C)(C)C. Product: [CH3:6][O:7][C:8]1[CH:9]=[CH:10][C:11]2[O:15][C:14]([B:21]([OH:22])[OH:20])=[CH:13][C:12]=2[CH:16]=1. The catalyst class is: 1. (4) Reactant: C([C:6]([C:21]1[CH:26]=[CH:25][C:24]([O:27][CH:28]([F:30])[F:29])=[C:23]([O:31][CH:32]([F:34])[F:33])[CH:22]=1)([C:14]1[CH:15]=[CH:16][C:17]([Br:20])=[N:18][CH:19]=1)[CH2:7][C:8]1[CH:9]=[N:10][CH:11]=[CH:12][CH:13]=1)(OCC)=O.[Li+].[OH-].Cl. Product: [F:34][CH:32]([F:33])[O:31][C:23]1[CH:22]=[C:21]([CH:6]([C:14]2[CH:15]=[CH:16][C:17]([Br:20])=[N:18][CH:19]=2)[CH2:7][C:8]2[CH:9]=[N:10][CH:11]=[CH:12][CH:13]=2)[CH:26]=[CH:25][C:24]=1[O:27][CH:28]([F:30])[F:29]. The catalyst class is: 87. (5) Reactant: [Br:1][C:2]1[CH:3]=[C:4]([C:8](=[O:16])[CH2:9][C:10]2[CH:15]=[CH:14][N:13]=[CH:12][CH:11]=2)[CH:5]=[CH:6][CH:7]=1.BrCBr.[C:20](=[S:22])=[S:21].[C:23]([O-])([O-])=O.[K+].[K+]. Product: [Br:1][C:2]1[CH:3]=[C:4]([C:8](=[O:16])[C:9](=[C:20]2[S:22][CH2:23][S:21]2)[C:10]2[CH:11]=[CH:12][N:13]=[CH:14][CH:15]=2)[CH:5]=[CH:6][CH:7]=1. The catalyst class is: 16. (6) Reactant: C(N(CC)CC)C.[Cl:8][C:9]1[C:14]([N+:15]([O-:17])=[O:16])=[C:13](Cl)[C:12]([CH3:19])=[C:11]([CH3:20])[N:10]=1.Cl.[NH2:22][CH2:23][CH2:24][CH2:25][C:26]([O:28][CH2:29][CH3:30])=[O:27]. Product: [Cl:8][C:9]1[C:14]([N+:15]([O-:17])=[O:16])=[C:13]([NH:22][CH2:23][CH2:24][CH2:25][C:26]([O:28][CH2:29][CH3:30])=[O:27])[C:12]([CH3:19])=[C:11]([CH3:20])[N:10]=1. The catalyst class is: 3.